Dataset: Full USPTO retrosynthesis dataset with 1.9M reactions from patents (1976-2016). Task: Predict the reactants needed to synthesize the given product. Given the product [NH2:10][CH:11]([C:14]1([CH3:31])[CH2:19][CH2:18][CH:17]([NH:20][C:21]2[CH:22]=[C:23]3[C:28](=[CH:29][CH:30]=2)[CH:27]=[N:26][CH:25]=[CH:24]3)[CH2:16][CH2:15]1)[CH2:12][CH3:13], predict the reactants needed to synthesize it. The reactants are: C(OC(=O)[NH:10][CH:11]([C:14]1([CH3:31])[CH2:19][CH2:18][CH:17]([NH:20][C:21]2[CH:22]=[C:23]3[C:28](=[CH:29][CH:30]=2)[CH:27]=[N:26][CH:25]=[CH:24]3)[CH2:16][CH2:15]1)[CH2:12][CH3:13])C1C=CC=CC=1.